From a dataset of Full USPTO retrosynthesis dataset with 1.9M reactions from patents (1976-2016). Predict the reactants needed to synthesize the given product. (1) Given the product [CH3:21][NH:20][C:18]([C:14]1[CH:13]=[C:12]([O:8][C:5]2[CH:6]=[CH:7][C:2]([NH2:1])=[CH:3][CH:4]=2)[CH:17]=[CH:16][N:15]=1)=[O:19], predict the reactants needed to synthesize it. The reactants are: [NH2:1][C:2]1[CH:7]=[CH:6][C:5]([OH:8])=[CH:4][CH:3]=1.[H-].[Na+].Cl[C:12]1[CH:17]=[CH:16][N:15]=[C:14]([C:18]([NH:20][CH3:21])=[O:19])[CH:13]=1.C([O-])([O-])=O.[K+].[K+]. (2) The reactants are: [C:1]([C:5]1[N:10]=[C:9]([NH:11][C:12]2[CH:17]=[C:16]([Cl:18])[N:15]=[N:14][C:13]=2[C:19]([O:21]CC)=O)[CH:8]=[CH:7][CH:6]=1)([CH3:4])([CH3:3])[CH3:2].CO.[NH3:26]. Given the product [C:1]([C:5]1[N:10]=[C:9]([NH:11][C:12]2[CH:17]=[C:16]([Cl:18])[N:15]=[N:14][C:13]=2[C:19]([NH2:26])=[O:21])[CH:8]=[CH:7][CH:6]=1)([CH3:2])([CH3:3])[CH3:4], predict the reactants needed to synthesize it. (3) Given the product [CH3:4][CH:3]1[C:14]2[C:9](=[CH:10][CH:11]=[CH:12][CH:13]=2)[CH:1]=[CH:2]1, predict the reactants needed to synthesize it. The reactants are: [CH2:1]([Li])[CH2:2][CH2:3][CH3:4].C1[C:14]2[C:9](=[CH:10][CH:11]=[CH:12][CH:13]=2)C=C1.IC. (4) Given the product [F:27][C:2]1([F:1])[CH:7]([NH:8][C:9]2[N:26]=[C:12]3[C:13]([C:17]4[CH:22]=[CH:21][C:20]([F:23])=[C:19]([F:24])[C:18]=4[F:25])=[CH:14][CH:15]=[CH:16][N:11]3[N:10]=2)[CH2:6][CH2:5][N:4]([C:29]2[O:30][C:31]([CH3:34])=[N:32][N:33]=2)[CH2:3]1, predict the reactants needed to synthesize it. The reactants are: [F:1][C:2]1([F:27])[CH:7]([NH:8][C:9]2[N:26]=[C:12]3[C:13]([C:17]4[CH:22]=[CH:21][C:20]([F:23])=[C:19]([F:24])[C:18]=4[F:25])=[CH:14][CH:15]=[CH:16][N:11]3[N:10]=2)[CH2:6][CH2:5][NH:4][CH2:3]1.Br[C:29]1[O:30][C:31]([CH3:34])=[N:32][N:33]=1.C(N(C(C)C)CC)(C)C. (5) Given the product [C:17]([O:21][C:22]([N:24]1[CH2:29][CH2:28][C:27]([S:11][C:9]2[CH:8]=[C:7]([C:12]([CH3:15])([CH3:14])[CH3:13])[C:6]([OH:16])=[C:5]([C:1]([CH3:4])([CH3:3])[CH3:2])[CH:10]=2)([CH2:30][C:31]([O:33][CH2:34][CH3:35])=[O:32])[CH2:26][CH2:25]1)=[O:23])([CH3:20])([CH3:19])[CH3:18], predict the reactants needed to synthesize it. The reactants are: [C:1]([C:5]1[CH:10]=[C:9]([SH:11])[CH:8]=[C:7]([C:12]([CH3:15])([CH3:14])[CH3:13])[C:6]=1[OH:16])([CH3:4])([CH3:3])[CH3:2].[C:17]([O:21][C:22]([N:24]1[CH2:29][CH2:28][C:27](=[CH:30][C:31]([O:33][CH2:34][CH3:35])=[O:32])[CH2:26][CH2:25]1)=[O:23])([CH3:20])([CH3:19])[CH3:18]. (6) Given the product [F:26][C:21]1[CH:22]=[CH:23][CH:24]=[C:25]2[C:20]=1[N:19]=[CH:18][CH:17]=[C:16]2[O:15][C@H:12]1[CH2:11][CH2:10][C@H:9]([CH2:8][NH2:7])[CH2:14][CH2:13]1, predict the reactants needed to synthesize it. The reactants are: C(OC(=O)[NH:7][CH2:8][C@H:9]1[CH2:14][CH2:13][C@H:12]([O:15][C:16]2[C:25]3[C:20](=[C:21]([F:26])[CH:22]=[CH:23][CH:24]=3)[N:19]=[CH:18][CH:17]=2)[CH2:11][CH2:10]1)(C)(C)C.FC(F)(F)C(O)=O. (7) Given the product [C:1]([S:16][CH2:15][CH2:14][CH:6]([SH:5])[CH2:7][CH2:8][CH2:9][CH2:10][C:11]([OH:13])=[O:12])(=[O:3])[CH3:2], predict the reactants needed to synthesize it. The reactants are: [C:1](Cl)(=[O:3])[CH3:2].[SH:5][CH:6]([CH2:14][CH2:15][SH:16])[CH2:7][CH2:8][CH2:9][CH2:10][C:11]([OH:13])=[O:12].C(N(CC)CC)C. (8) The reactants are: [N:1]1[C:10]2[C:5](=[CH:6][CH:7]=[CH:8][N:9]=2)[CH:4]=[CH:3][C:2]=1[CH2:11][CH2:12][CH2:13][NH:14][C:15](=[O:21])[O:16][C:17]([CH3:20])([CH3:19])[CH3:18]. Given the product [N:1]1[C:10]2[NH:9][CH2:8][CH2:7][CH2:6][C:5]=2[CH:4]=[CH:3][C:2]=1[CH2:11][CH2:12][CH2:13][NH:14][C:15](=[O:21])[O:16][C:17]([CH3:19])([CH3:18])[CH3:20], predict the reactants needed to synthesize it. (9) Given the product [CH3:1][O:2][C:3]([C:4]1[CH:9]=[CH:8][C:7]2[N:10]=[C:18]([CH2:17][O:16][C:15]3[CH:21]=[CH:22][C:23]([Cl:25])=[CH:24][C:14]=3[Cl:13])[O:11][C:6]=2[CH:5]=1)=[O:12], predict the reactants needed to synthesize it. The reactants are: [CH3:1][O:2][C:3](=[O:12])[C:4]1[CH:9]=[CH:8][C:7]([NH2:10])=[C:6]([OH:11])[CH:5]=1.[Cl:13][C:14]1[CH:24]=[C:23]([Cl:25])[CH:22]=[CH:21][C:15]=1[O:16][CH2:17][C:18](O)=O.ClCCl.[OH-].[Na+]. (10) Given the product [F:14][CH:2]([F:1])[N:3]1[C:7]([C:8]([O:10][C:15]([CH3:18])([CH3:17])[CH3:16])=[O:9])=[CH:6][C:5]([N+:11]([O-:13])=[O:12])=[N:4]1, predict the reactants needed to synthesize it. The reactants are: [F:1][CH:2]([F:14])[N:3]1[C:7]([C:8]([OH:10])=[O:9])=[CH:6][C:5]([N+:11]([O-:13])=[O:12])=[N:4]1.[C:15](OC(O[C:15]([CH3:18])([CH3:17])[CH3:16])N(C)C)([CH3:18])([CH3:17])[CH3:16].C(=O)([O-])O.[Na+].